This data is from Full USPTO retrosynthesis dataset with 1.9M reactions from patents (1976-2016). The task is: Predict the reactants needed to synthesize the given product. (1) Given the product [C:2]([NH2:1])(=[O:9])[CH3:3].[O:10]1[CH2:7][CH2:8][NH:1][C:11]1=[O:13], predict the reactants needed to synthesize it. The reactants are: [N:1]1C=CC=[CH:3][CH:2]=1.[C:7]([O:10][C:11](=[O:13])C)(=[O:9])[CH3:8]. (2) Given the product [CH3:1][O:2][C:3]([C:5]1[S:9][C:8]([CH:10]2[CH2:14][CH2:13][CH2:12][N:11]2[C:15]([O:17][C:18]([CH3:21])([CH3:20])[CH3:19])=[O:16])=[CH:7][CH:6]=1)=[O:4], predict the reactants needed to synthesize it. The reactants are: [CH3:1][O:2][C:3]([C:5]1[S:9][C:8]([C:10]2[N:11]([C:15]([O:17][C:18]([CH3:21])([CH3:20])[CH3:19])=[O:16])[CH:12]=[CH:13][CH:14]=2)=[CH:7][CH:6]=1)=[O:4].[H][H]. (3) The reactants are: [NH:1]1[C:9]2[C:4](=[CH:5][C:6]([C:10]#[N:11])=[CH:7][CH:8]=2)[CH2:3][CH2:2]1.CN(C)C1C=CC=CC=1.Cl[CH:22]([CH3:26])[C:23](Cl)=[O:24].C(Cl)[Cl:28]. Given the product [Cl:28][CH2:26][CH2:22][C:23]([N:1]1[C:9]2[C:4](=[CH:5][C:6]([C:10]#[N:11])=[CH:7][CH:8]=2)[CH2:3][CH2:2]1)=[O:24], predict the reactants needed to synthesize it. (4) Given the product [C:7]1(=[O:8])[O:13][C@H:4]([C@H:3]([CH3:2])[OH:14])[C@@H:5]([OH:12])[C@@H:6]1[OH:11], predict the reactants needed to synthesize it. The reactants are: Br[CH2:2][C@H:3]([OH:14])[C@@H:4]([OH:13])[C@@H:5]([OH:12])[C@H:6]([OH:11])[C:7](OC)=[O:8]. (5) Given the product [NH2:30][C:26]1[N:27]=[CH:28][N:29]=[C:24]([NH:1][C@H:2]([C:5]2[N:6]([C:17]3[CH:18]=[CH:19][CH:20]=[CH:21][CH:22]=3)[C:7](=[O:16])[C:8]3[C:13]([CH:14]=2)=[CH:12][CH:11]=[CH:10][C:9]=3[Cl:15])[CH3:3])[C:25]=1[C:31]1[O:35][N:34]=[C:33]([CH3:36])[N:32]=1, predict the reactants needed to synthesize it. The reactants are: [NH2:1][C@H:2]([C:5]1[N:6]([C:17]2[CH:22]=[CH:21][CH:20]=[CH:19][CH:18]=2)[C:7](=[O:16])[C:8]2[C:13]([CH:14]=1)=[CH:12][CH:11]=[CH:10][C:9]=2[Cl:15])[CH2:3]C.Cl[C:24]1[N:29]=[CH:28][N:27]=[C:26]([NH2:30])[C:25]=1[C:31]1[O:35][N:34]=[C:33]([CH3:36])[N:32]=1.CCN(C(C)C)C(C)C. (6) Given the product [CH3:23][O:22][C:17]1[CH:16]=[C:15]([O:24][CH3:25])[CH:14]=[C:13]2[C:18]=1[C:19](=[O:21])[NH:20][C:11]([C:8]1[CH:9]=[CH:10][C:5]([O:4][CH2:3][CH2:2][NH:1][C:34](=[O:36])[CH3:35])=[C:6]([CH3:26])[CH:7]=1)=[N:12]2, predict the reactants needed to synthesize it. The reactants are: [NH2:1][CH2:2][CH2:3][O:4][C:5]1[CH:10]=[CH:9][C:8]([C:11]2[NH:20][C:19](=[O:21])[C:18]3[C:13](=[CH:14][C:15]([O:24][CH3:25])=[CH:16][C:17]=3[O:22][CH3:23])[N:12]=2)=[CH:7][C:6]=1[CH3:26].CCN(CC)CC.[C:34](Cl)(=[O:36])[CH3:35]. (7) Given the product [CH:9]1([C:14]([C:15](=[CH:3][N:4]([CH3:5])[CH3:6])[C:16]([O:18][CH3:19])=[O:17])=[O:20])[CH2:10][CH2:11][CH2:12][CH2:13]1, predict the reactants needed to synthesize it. The reactants are: CO[CH:3](OC)[N:4]([CH3:6])[CH3:5].[CH:9]1([C:14](=[O:20])[CH2:15][C:16]([O:18][CH3:19])=[O:17])[CH2:13][CH2:12][CH2:11][CH2:10]1. (8) Given the product [Br:21][CH2:20][CH2:19][CH2:18][CH2:17][CH2:16][CH2:15][C:5]1([CH2:22][CH2:23][CH2:24][CH2:25][CH2:26][CH2:27][Br:28])[C:4]2[CH:3]=[C:2]([B:38]3[O:39][C:40]([CH3:45])([CH3:46])[C:41]([CH3:43])([CH3:44])[O:42]3)[CH:14]=[CH:13][C:12]=2[C:11]2[C:6]1=[CH:7][CH:8]=[CH:9][CH:10]=2, predict the reactants needed to synthesize it. The reactants are: Br[C:2]1[CH:14]=[CH:13][C:12]2[C:11]3[C:6](=[CH:7][CH:8]=[CH:9][CH:10]=3)[C:5]([CH2:22][CH2:23][CH2:24][CH2:25][CH2:26][CH2:27][Br:28])([CH2:15][CH2:16][CH2:17][CH2:18][CH2:19][CH2:20][Br:21])[C:4]=2[CH:3]=1.[B:38]1([B:38]2[O:42][C:41]([CH3:44])([CH3:43])[C:40]([CH3:46])([CH3:45])[O:39]2)[O:42][C:41]([CH3:44])([CH3:43])[C:40]([CH3:46])([CH3:45])[O:39]1.C([O-])(=O)C.[K+]. (9) Given the product [F:1][C:2]1[CH:7]=[CH:6][C:5]([C:8]2([C:14]3[N:23]=[C:22]([NH:55][C:52]4[CH:51]=[C:50]([CH3:49])[NH:54][N:53]=4)[C:21]4[C:16](=[CH:17][CH:18]=[CH:19][CH:20]=4)[N:15]=3)[CH2:13][CH2:12][O:11][CH2:10][CH2:9]2)=[CH:4][CH:3]=1, predict the reactants needed to synthesize it. The reactants are: [F:1][C:2]1[CH:7]=[CH:6][C:5]([C:8]2([C:14]3[N:23]=[C:22](SC)[C:21]4[C:16](=[CH:17][CH:18]=[CH:19][CH:20]=4)[N:15]=3)[CH2:13][CH2:12][O:11][CH2:10][CH2:9]2)=[CH:4][CH:3]=1.ClC1C=CC=C(C(OO)=O)C=1.S([O-])([O-])(=O)=S.[Na+].[Na+].C(=O)(O)[O-].[Na+].[CH3:49][C:50]1[NH:54][N:53]=[C:52]([NH2:55])[CH:51]=1. (10) Given the product [C:15]1([CH3:18])[CH:14]=[CH:13][C:12]([C:10]2[S:11][C:7]3[CH:6]=[CH:5][C:4]([NH2:1])=[CH:19][C:8]=3[N:9]=2)=[CH:17][CH:16]=1, predict the reactants needed to synthesize it. The reactants are: [N+:1]([C:4]1[CH:5]=[CH:6][C:7]2[S:11][C:10]([C:12]3[CH:17]=[CH:16][C:15]([CH3:18])=[CH:14][CH:13]=3)=[N:9][C:8]=2[CH:19]=1)([O-])=O.[Cl-].[NH4+].